Dataset: Full USPTO retrosynthesis dataset with 1.9M reactions from patents (1976-2016). Task: Predict the reactants needed to synthesize the given product. Given the product [CH:52]([O:51][C:49]([C:48]1[N:44]([CH2:42][C:32]2[N:30]3[CH:31]=[C:26]([Cl:25])[CH:27]=[CH:28][C:29]3=[N:34][C:33]=2[C:35]2[CH:36]=[CH:37][C:38]([Cl:41])=[CH:39][CH:40]=2)[N:45]=[CH:46][N:47]=1)=[O:50])([CH3:54])[CH3:53], predict the reactants needed to synthesize it. The reactants are: N1(CC2N3C=C(C)C=CC3=NC=2C2C=CC(C)=CC=2)C=CN=C1.Cl.[Cl:25][C:26]1[CH:27]=[CH:28][C:29]2[N:30]([C:32]([CH2:42]Cl)=[C:33]([C:35]3[CH:40]=[CH:39][C:38]([Cl:41])=[CH:37][CH:36]=3)[N:34]=2)[CH:31]=1.[NH:44]1[C:48]([C:49]([O:51][CH:52]([CH3:54])[CH3:53])=[O:50])=[N:47][CH:46]=[N:45]1.